The task is: Predict the reactants needed to synthesize the given product.. This data is from Full USPTO retrosynthesis dataset with 1.9M reactions from patents (1976-2016). (1) The reactants are: [N:1]1[C:10]2[C:5](=[CH:6][CH:7]=[CH:8][CH:9]=2)[CH:4]=[C:3](B(O)O)[CH:2]=1.FC(F)(F)S(O[C:20]1[CH2:25][CH2:24][N:23]([C:26]([O:28][C:29]([CH3:32])([CH3:31])[CH3:30])=[O:27])[CH2:22][CH:21]=1)(=O)=O.C(=O)(O)[O-].[Na+].[Cl-].[Li+]. Given the product [N:1]1[C:10]2[C:5](=[CH:6][CH:7]=[CH:8][CH:9]=2)[CH:4]=[C:3]([C:20]2[CH2:25][CH2:24][N:23]([C:26]([O:28][C:29]([CH3:32])([CH3:31])[CH3:30])=[O:27])[CH2:22][CH:21]=2)[CH:2]=1, predict the reactants needed to synthesize it. (2) Given the product [CH:1]1([N:6]2[CH2:14][C:11]3([CH2:12][CH2:13]3)[C:10](=[O:15])[N:9]([CH3:16])[C:8]3[CH:17]=[N:18][C:19]([NH:21][C:22]4[CH:30]=[CH:29][C:25]([C:26]([NH:34][CH:35]5[CH2:40][CH2:39][O:61][CH2:37][CH2:36]5)=[O:27])=[CH:24][CH:23]=4)=[N:20][C:7]2=3)[CH2:2][CH2:3][CH2:4][CH2:5]1, predict the reactants needed to synthesize it. The reactants are: [CH:1]1([N:6]2[CH2:14][C:11]3([CH2:13][CH2:12]3)[C:10](=[O:15])[N:9]([CH3:16])[C:8]3[CH:17]=[N:18][C:19]([NH:21][C:22]4[CH:30]=[CH:29][C:25]([C:26](O)=[O:27])=[CH:24][CH:23]=4)=[N:20][C:7]2=3)[CH2:5][CH2:4][CH2:3][CH2:2]1.ON1[C:36]2[CH:37]=C[CH:39]=[CH:40][C:35]=2[N:34]=N1.F[P-](F)(F)(F)(F)F.CN(C(N(C)C)=[N+]1C2C=CC=CC=2[N+]([O-:61])=N1)C.C(N(C(C)C)C(C)C)C.NC1CCN(C)CC1. (3) Given the product [C:1]([O:5][C:6]([N:8]1[CH2:9][CH2:10][C:11]([O:27][Si:28]([C:31]([CH3:34])([CH3:33])[CH3:32])([CH3:30])[CH3:29])([C:14]2[N:15]([CH2:38][CH2:39][O:40][CH:41]3[CH2:46][CH2:45][CH2:44][CH2:43][O:42]3)[CH:16]=[C:17]([C:19]3[CH:24]=[CH:23][C:22]([F:25])=[C:21]([CH3:26])[CH:20]=3)[N:18]=2)[CH2:12][CH2:13]1)=[O:7])([CH3:4])([CH3:3])[CH3:2], predict the reactants needed to synthesize it. The reactants are: [C:1]([O:5][C:6]([N:8]1[CH2:13][CH2:12][C:11]([O:27][Si:28]([C:31]([CH3:34])([CH3:33])[CH3:32])([CH3:30])[CH3:29])([C:14]2[NH:15][CH:16]=[C:17]([C:19]3[CH:24]=[CH:23][C:22]([F:25])=[C:21]([CH3:26])[CH:20]=3)[N:18]=2)[CH2:10][CH2:9]1)=[O:7])([CH3:4])([CH3:3])[CH3:2].[H-].[Na+].Br[CH2:38][CH2:39][O:40][CH:41]1[CH2:46][CH2:45][CH2:44][CH2:43][O:42]1.O. (4) Given the product [CH3:2][C:3]1[C:11]2[C:6](=[CH:7][CH:8]=[CH:9][CH:10]=2)[N:5]([C:18]([C:19]2[CH:24]=[CH:23][CH:22]=[CH:21][CH:20]=2)=[O:25])[C:4]=1[C:12]1[CH:13]=[N:14][CH:15]=[CH:16][CH:17]=1, predict the reactants needed to synthesize it. The reactants are: Cl.[CH3:2][C:3]1[C:11]2[C:6](=[CH:7][CH:8]=[CH:9][CH:10]=2)[NH:5][C:4]=1[C:12]1[CH:13]=[N:14][CH:15]=[CH:16][CH:17]=1.[C:18](Cl)(=[O:25])[C:19]1[CH:24]=[CH:23][CH:22]=[CH:21][CH:20]=1. (5) Given the product [CH2:6]([O:13][C:14]1[C:22]([Br:23])=[CH:21][C:17]([C:18]([N:3]([O:4][CH3:5])[CH3:2])=[O:19])=[CH:16][CH:15]=1)[C:7]1[CH:8]=[CH:9][CH:10]=[CH:11][CH:12]=1, predict the reactants needed to synthesize it. The reactants are: Cl.[CH3:2][NH:3][O:4][CH3:5].[CH2:6]([O:13][C:14]1[C:22]([Br:23])=[CH:21][C:17]([C:18](Cl)=[O:19])=[C:16](C)[CH:15]=1)[C:7]1[CH:12]=[CH:11][CH:10]=[CH:9][CH:8]=1.O. (6) Given the product [C:1]([NH:8][C:9]([NH:11][C:12]([O:14][CH2:15][C:16]1[CH:21]=[CH:20][CH:19]=[CH:18][CH:17]=1)=[O:13])=[N:10][S:29]([C:32]([F:35])([F:34])[F:33])(=[O:31])=[O:30])([O:3][C:4]([CH3:7])([CH3:6])[CH3:5])=[O:2], predict the reactants needed to synthesize it. The reactants are: [C:1]([NH:8][C:9]([NH:11][C:12]([O:14][CH2:15][C:16]1[CH:21]=[CH:20][CH:19]=[CH:18][CH:17]=1)=[O:13])=[NH:10])([O:3][C:4]([CH3:7])([CH3:6])[CH3:5])=[O:2].C(N(CC)CC)C.[S:29](O[S:29]([C:32]([F:35])([F:34])[F:33])(=[O:31])=[O:30])([C:32]([F:35])([F:34])[F:33])(=[O:31])=[O:30].